Regression. Given two drug SMILES strings and cell line genomic features, predict the synergy score measuring deviation from expected non-interaction effect. From a dataset of NCI-60 drug combinations with 297,098 pairs across 59 cell lines. (1) Drug 1: CC1=C(C=C(C=C1)C(=O)NC2=CC(=CC(=C2)C(F)(F)F)N3C=C(N=C3)C)NC4=NC=CC(=N4)C5=CN=CC=C5. Drug 2: CC(C)NC(=O)C1=CC=C(C=C1)CNNC.Cl. Cell line: T-47D. Synergy scores: CSS=-4.42, Synergy_ZIP=1.50, Synergy_Bliss=-3.17, Synergy_Loewe=-4.23, Synergy_HSA=-6.39. (2) Drug 1: CN(CC1=CN=C2C(=N1)C(=NC(=N2)N)N)C3=CC=C(C=C3)C(=O)NC(CCC(=O)O)C(=O)O. Drug 2: C1CC(CCC1OC2=C(C(=CC=C2)Cl)F)(CC3=NC(=CC=C3)NC4=NC=CS4)C(=O)O. Cell line: SW-620. Synergy scores: CSS=58.3, Synergy_ZIP=-2.83, Synergy_Bliss=-5.23, Synergy_Loewe=-9.19, Synergy_HSA=-1.86. (3) Drug 1: CC12CCC(CC1=CCC3C2CCC4(C3CC=C4C5=CN=CC=C5)C)O. Drug 2: CC1C(C(CC(O1)OC2CC(OC(C2O)C)OC3=CC4=CC5=C(C(=O)C(C(C5)C(C(=O)C(C(C)O)O)OC)OC6CC(C(C(O6)C)O)OC7CC(C(C(O7)C)O)OC8CC(C(C(O8)C)O)(C)O)C(=C4C(=C3C)O)O)O)O. Cell line: MOLT-4. Synergy scores: CSS=20.7, Synergy_ZIP=20.2, Synergy_Bliss=23.0, Synergy_Loewe=23.6, Synergy_HSA=22.0. (4) Drug 1: CC1C(C(CC(O1)OC2CC(CC3=C2C(=C4C(=C3O)C(=O)C5=C(C4=O)C(=CC=C5)OC)O)(C(=O)C)O)N)O.Cl. Drug 2: CCCS(=O)(=O)NC1=C(C(=C(C=C1)F)C(=O)C2=CNC3=C2C=C(C=N3)C4=CC=C(C=C4)Cl)F. Cell line: HCC-2998. Synergy scores: CSS=-3.49, Synergy_ZIP=1.74, Synergy_Bliss=-1.66, Synergy_Loewe=-31.4, Synergy_HSA=-12.7. (5) Synergy scores: CSS=40.0, Synergy_ZIP=-2.18, Synergy_Bliss=3.85, Synergy_Loewe=-27.3, Synergy_HSA=6.07. Cell line: IGROV1. Drug 1: CCC1=CC2CC(C3=C(CN(C2)C1)C4=CC=CC=C4N3)(C5=C(C=C6C(=C5)C78CCN9C7C(C=CC9)(C(C(C8N6C)(C(=O)OC)O)OC(=O)C)CC)OC)C(=O)OC.C(C(C(=O)O)O)(C(=O)O)O. Drug 2: CS(=O)(=O)OCCCCOS(=O)(=O)C. (6) Drug 1: C1=NC2=C(N1)C(=S)N=C(N2)N. Drug 2: C1CN(P(=O)(OC1)NCCCl)CCCl. Cell line: SF-539. Synergy scores: CSS=28.8, Synergy_ZIP=2.97, Synergy_Bliss=3.42, Synergy_Loewe=-17.5, Synergy_HSA=2.80. (7) Drug 1: CC(C1=C(C=CC(=C1Cl)F)Cl)OC2=C(N=CC(=C2)C3=CN(N=C3)C4CCNCC4)N. Drug 2: B(C(CC(C)C)NC(=O)C(CC1=CC=CC=C1)NC(=O)C2=NC=CN=C2)(O)O. Cell line: SN12C. Synergy scores: CSS=13.7, Synergy_ZIP=-1.65, Synergy_Bliss=0.392, Synergy_Loewe=2.71, Synergy_HSA=2.63. (8) Drug 1: C1CC(C1)(C2=CC=C(C=C2)C3=C(C=C4C(=N3)C=CN5C4=NNC5=O)C6=CC=CC=C6)N. Drug 2: CCC1(C2=C(COC1=O)C(=O)N3CC4=CC5=C(C=CC(=C5CN(C)C)O)N=C4C3=C2)O. Cell line: NCIH23. Synergy scores: CSS=61.7, Synergy_ZIP=-1.60, Synergy_Bliss=-4.09, Synergy_Loewe=-2.74, Synergy_HSA=-0.284.